Dataset: Forward reaction prediction with 1.9M reactions from USPTO patents (1976-2016). Task: Predict the product of the given reaction. Given the reactants [F:1][C:2]1[CH:3]=[C:4]([CH:11]=[C:12](B2OC(C)(C)C(C)(C)O2)[CH:13]=1)[CH2:5][NH:6][S:7]([CH3:10])(=[O:9])=[O:8].Cl[C:24]1[C:29]([N+:30]([O-:32])=[O:31])=[C:28]([NH2:33])[CH:27]=[CH:26][N:25]=1.C([O-])([O-])=O.[Cs+].[Cs+], predict the reaction product. The product is: [NH2:33][C:28]1[CH:27]=[CH:26][N:25]=[C:24]([C:12]2[CH:11]=[C:4]([CH:3]=[C:2]([F:1])[CH:13]=2)[CH2:5][NH:6][S:7]([CH3:10])(=[O:8])=[O:9])[C:29]=1[N+:30]([O-:32])=[O:31].